From a dataset of Reaction yield outcomes from USPTO patents with 853,638 reactions. Predict the reaction yield, written as a fraction of the theoretical maximum amount of product (1.0 means a 100% yield; for example, 0.34 means a 34% yield). (1) The reactants are [F:1][C:2]1[CH:7]=[CH:6][CH:5]=[C:4]([F:8])[C:3]=1[C@@:9]1([OH:27])[C@@H:22]([OH:23])[CH2:21][C@:20]2([CH2:24][CH3:25])[C@H:11]([CH2:12][CH2:13][C:14]3[C:19]2=[CH:18][CH:17]=[C:16]([OH:26])[CH:15]=3)[CH2:10]1.[H-].[Na+].Cl.Cl[CH2:32][C:33]1[C:34]([CH3:39])=[N:35][CH:36]=[CH:37][CH:38]=1.[Cl-].[NH4+]. The catalyst is CN(C)C=O.O. The product is [F:1][C:2]1[CH:7]=[CH:6][CH:5]=[C:4]([F:8])[C:3]=1[C@@:9]1([OH:27])[C@@H:22]([OH:23])[CH2:21][C@:20]2([CH2:24][CH3:25])[C@H:11]([CH2:12][CH2:13][C:14]3[C:19]2=[CH:18][CH:17]=[C:16]([O:26][CH2:32][C:33]2[C:34]([CH3:39])=[N:35][CH:36]=[CH:37][CH:38]=2)[CH:15]=3)[CH2:10]1. The yield is 0.440. (2) The reactants are [Cl:1][C:2]1[C:3]([O:9][C:10]2[CH:15]=[C:14]([O:16][CH2:17][CH2:18][O:19][CH3:20])[CH:13]=[CH:12][C:11]=2[CH2:21][CH2:22][CH2:23][OH:24])=[N:4][CH:5]=[C:6]([Cl:8])[CH:7]=1.Cl[S:26]([N:29]=[C:30]=[O:31])(=[O:28])=[O:27].N1C=CC=CC=1.[CH3:38][O:39][CH2:40][CH2:41][CH2:42][NH2:43]. The catalyst is C1(C)C=CC=CC=1.O. The product is [CH3:38][O:39][CH2:40][CH2:41][CH2:42][NH:43][S:26]([NH:29][C:30](=[O:31])[O:24][CH2:23][CH2:22][CH2:21][C:11]1[CH:12]=[CH:13][C:14]([O:16][CH2:17][CH2:18][O:19][CH3:20])=[CH:15][C:10]=1[O:9][C:3]1[C:2]([Cl:1])=[CH:7][C:6]([Cl:8])=[CH:5][N:4]=1)(=[O:28])=[O:27]. The yield is 0.700. (3) The reactants are C1(P(C2C=CC=CC=2C2C=CC=CC=2)C2CCCCC2)CCCCC1.Br[C:27]1[C:36]2[C:31](=[CH:32][CH:33]=[CH:34][C:35]=2[F:37])[CH:30]=[CH:29][CH:28]=1.[C:38]([N:45]1[CH2:50][CH2:49][NH:48][CH2:47][CH2:46]1)([O:40][C:41]([CH3:44])([CH3:43])[CH3:42])=[O:39].CC([O-])(C)C.[Na+]. The catalyst is C1(C)C=CC=CC=1.CC([O-])=O.CC([O-])=O.[Pd+2]. The product is [C:41]([O:40][C:38]([N:45]1[CH2:50][CH2:49][N:48]([C:27]2[C:36]3[C:31](=[CH:32][CH:33]=[CH:34][C:35]=3[F:37])[CH:30]=[CH:29][CH:28]=2)[CH2:47][CH2:46]1)=[O:39])([CH3:44])([CH3:42])[CH3:43]. The yield is 0.380. (4) The reactants are [C:1]([C:5]1[CH:6]=[C:7]([NH2:27])[N:8]([C:10]2[CH:18]=[C:17]3[C:13]([CH:14]=[N:15][N:16]3[CH2:19][CH2:20][N:21]3[CH2:26][CH2:25][O:24][CH2:23][CH2:22]3)=[CH:12][CH:11]=2)[N:9]=1)([CH3:4])([CH3:3])[CH3:2].CCN(C(C)C)C(C)C.[Cl:37][C:38]([Cl:45])([Cl:44])[CH2:39][O:40][C:41](Cl)=[O:42]. The catalyst is C1COCC1. The product is [Cl:37][C:38]([Cl:45])([Cl:44])[CH2:39][O:40][C:41](=[O:42])[NH:27][C:7]1[N:8]([C:10]2[CH:18]=[C:17]3[C:13]([CH:14]=[N:15][N:16]3[CH2:19][CH2:20][N:21]3[CH2:26][CH2:25][O:24][CH2:23][CH2:22]3)=[CH:12][CH:11]=2)[N:9]=[C:5]([C:1]([CH3:4])([CH3:2])[CH3:3])[CH:6]=1. The yield is 0.990. (5) The reactants are B1C2CCCC1CCC2.[CH:10]([C:12]1[CH:13]=[CH:14][C:15]([O:20][C:21]2[CH:26]=[CH:25][CH:24]=[C:23]([C:27]([F:30])([F:29])[F:28])[CH:22]=2)=[C:16]([CH:19]=1)[C:17]#[N:18])=[CH2:11].[O-:31]S([O-])=O.[Na+].[Na+]. The catalyst is C1COCC1. The product is [OH:31][CH2:11][CH2:10][C:12]1[CH:13]=[CH:14][C:15]([O:20][C:21]2[CH:26]=[CH:25][CH:24]=[C:23]([C:27]([F:28])([F:29])[F:30])[CH:22]=2)=[C:16]([CH:19]=1)[C:17]#[N:18]. The yield is 0.514.